Dataset: Reaction yield outcomes from USPTO patents with 853,638 reactions. Task: Predict the reaction yield, written as a fraction of the theoretical maximum amount of product (1.0 means a 100% yield; for example, 0.34 means a 34% yield). (1) The catalyst is CO. The yield is 0.980. The product is [CH:11]([N:14]1[C:15]2[C:16](=[CH:19][CH:20]=[CH:21][CH:22]=2)[CH:17]=[C:5]([C:6]([OH:7])=[O:8])[C:4]1=[O:9])([CH3:13])[CH3:12]. The reactants are CC1(C)[O:7][C:6](=[O:8])[CH2:5][C:4](=[O:9])O1.[CH:11]([NH:14][C:15]1[CH:22]=[CH:21][CH:20]=[CH:19][C:16]=1[CH:17]=O)([CH3:13])[CH3:12].C(O)(=O)C.C(N)CN. (2) The catalyst is O=S(Cl)Cl. The reactants are [Br:1][C:2]1[CH:7]=[CH:6][C:5]([CH:8]([CH2:12][CH2:13][CH2:14][Cl:15])[C:9]([OH:11])=[O:10])=[CH:4][CH:3]=1.[CH3:16]O. The yield is 0.900. The product is [CH3:16][O:10][C:9](=[O:11])[CH:8]([C:5]1[CH:4]=[CH:3][C:2]([Br:1])=[CH:7][CH:6]=1)[CH2:12][CH2:13][CH2:14][Cl:15].